Task: Predict the reactants needed to synthesize the given product.. Dataset: Full USPTO retrosynthesis dataset with 1.9M reactions from patents (1976-2016) (1) Given the product [NH:18]=[C:33]([NH:25][C:26](=[O:32])[O:27][C:28]([CH3:31])([CH3:30])[CH3:29])[NH:34][C:11](=[O:13])[CH2:10][O:9][C:2]1[C:1]([CH3:14])=[CH:6][C:5]([CH3:7])=[CH:4][C:3]=1[CH3:8], predict the reactants needed to synthesize it. The reactants are: [C:1]1([CH3:14])[CH:6]=[C:5]([CH3:7])[CH:4]=[C:3]([CH3:8])[C:2]=1[O:9][CH2:10][C:11]([OH:13])=O.C([N:18](C(C)C)CC)(C)C.N[N:25]([CH:33]=[NH:34])[C:26](=[O:32])[O:27][C:28]([CH3:31])([CH3:30])[CH3:29].O.ON1C2C=CC=CC=2N=N1.F[P-](F)(F)(F)(F)F.N1(OC(N(C)C)=[N+](C)C)C2C=CC=CC=2N=N1. (2) The reactants are: FC(F)(F)S(O[C:7]1[C:12]([F:13])=[CH:11][C:10]([F:14])=[C:9]([O:15][C:16]2[CH:17]=[C:18]([C:24]3[CH:29]=[CH:28][CH:27]=[C:26]([CH2:30][NH:31][C:32]([O:34][C:35]([CH3:38])([CH3:37])[CH3:36])=[O:33])[CH:25]=3)[CH:19]=[C:20]([C:22]#[N:23])[CH:21]=2)[N:8]=1)(=O)=O.[CH:41]([C:43]1[CH:48]=[CH:47][CH:46]=[CH:45][C:44]=1B(O)O)=[O:42].C1(C)C=CC=CC=1.C([O-])([O-])=O.[Na+].[Na+]. Given the product [C:22]([C:20]1[CH:19]=[C:18]([C:24]2[CH:29]=[CH:28][CH:27]=[C:26]([CH2:30][NH:31][C:32](=[O:33])[O:34][C:35]([CH3:37])([CH3:36])[CH3:38])[CH:25]=2)[CH:17]=[C:16]([O:15][C:9]2[C:10]([F:14])=[CH:11][C:12]([F:13])=[C:7]([C:44]3[CH:45]=[CH:46][CH:47]=[CH:48][C:43]=3[CH:41]=[O:42])[N:8]=2)[CH:21]=1)#[N:23], predict the reactants needed to synthesize it.